This data is from Full USPTO retrosynthesis dataset with 1.9M reactions from patents (1976-2016). The task is: Predict the reactants needed to synthesize the given product. Given the product [CH:38]1([CH2:41][O:42][C:43]2[CH:44]=[C:45]([C@@H:53]([O:64][C:65]([C@H:67]3[N:71]([C:17](=[O:18])[C:16]4[CH:20]=[CH:21][C:13]([CH2:12][O:11][C:10]5[CH:22]=[CH:23][CH:24]=[C:8]([C@H:7]([C:1]6[CH:6]=[CH:5][CH:4]=[CH:3][CH:2]=6)[NH:25][C:26]([O:28][C@@H:29]6[CH:34]7[CH2:33][CH2:32][N:31]([CH2:36][CH2:35]7)[CH2:30]6)=[O:27])[CH:9]=5)=[CH:14][CH:15]=4)[CH2:70][CH2:69][S:68]3)=[O:66])[CH2:54][C:55]3[C:60]([Cl:61])=[CH:59][N+:58]([O-:62])=[CH:57][C:56]=3[Cl:63])[CH:46]=[CH:47][C:48]=2[O:49][CH:50]([F:52])[F:51])[CH2:40][CH2:39]1, predict the reactants needed to synthesize it. The reactants are: [C:1]1([C@H:7]([NH:25][C:26]([O:28][C@@H:29]2[CH:34]3[CH2:35][CH2:36][N:31]([CH2:32][CH2:33]3)[CH2:30]2)=[O:27])[C:8]2[CH:9]=[C:10]([CH:22]=[CH:23][CH:24]=2)[O:11][CH2:12][C:13]2[CH:21]=[CH:20][C:16]([C:17](O)=[O:18])=[CH:15][CH:14]=2)[CH:6]=[CH:5][CH:4]=[CH:3][CH:2]=1.Cl.[CH:38]1([CH2:41][O:42][C:43]2[CH:44]=[C:45]([C@@H:53]([O:64][C:65]([C@H:67]3[NH:71][CH2:70][CH2:69][S:68]3)=[O:66])[CH2:54][C:55]3[C:60]([Cl:61])=[CH:59][N+:58]([O-:62])=[CH:57][C:56]=3[Cl:63])[CH:46]=[CH:47][C:48]=2[O:49][CH:50]([F:52])[F:51])[CH2:40][CH2:39]1.CCN=C=NCCCN(C)C.Cl.